This data is from Full USPTO retrosynthesis dataset with 1.9M reactions from patents (1976-2016). The task is: Predict the reactants needed to synthesize the given product. (1) Given the product [N:1]1[C:5]2[CH:9]=[CH:8][O:7][C:6]=2[C:10]([OH:12])=[N:4][C:2]=1[OH:3], predict the reactants needed to synthesize it. The reactants are: [NH:1]([C:5]1[CH:9]=[CH:8][O:7][C:6]=1[C:10]([O:12]CC)=O)[C:2]([NH2:4])=[O:3].[OH-].[Na+].Cl. (2) Given the product [F:20][C:16]1([F:21])[CH2:17][CH2:18][CH2:19][N:14]([C:12]([C:9]2[CH:8]=[CH:7][C:6]3[C:11](=[C:2]([C:31]4[CH:30]=[CH:29][C:28]([C:26]5[CH:25]=[N:24][N:23]([CH3:22])[CH:27]=5)=[CH:33][CH:32]=4)[CH:3]=[N:4][CH:5]=3)[N:10]=2)=[O:13])[CH2:15]1, predict the reactants needed to synthesize it. The reactants are: Br[C:2]1[CH:3]=[N:4][CH:5]=[C:6]2[C:11]=1[N:10]=[C:9]([C:12]([N:14]1[CH2:19][CH2:18][CH2:17][C:16]([F:21])([F:20])[CH2:15]1)=[O:13])[CH:8]=[CH:7]2.[CH3:22][N:23]1[CH:27]=[C:26]([C:28]2[CH:33]=[CH:32][C:31](B3OC(C)(C)C(C)(C)O3)=[CH:30][CH:29]=2)[CH:25]=[N:24]1.C([O-])([O-])=O.[Na+].[Na+]. (3) Given the product [C:1]([O:5][C:6]([N:8]([CH2:26][C:27]([O:29][C:30]([CH3:33])([CH3:32])[CH3:31])=[O:28])[C:9]1[CH:14]=[CH:13][CH:12]=[C:11]([CH:15]([CH2:46][C:44]2[S:45][C:41]([C:35]([CH3:34])([CH3:40])[CH2:36][CH2:37][CH2:38][CH3:39])=[CH:42][CH:43]=2)[NH:16][S:17]([C:20]2[CH:25]=[CH:24][CH:23]=[CH:22][N:21]=2)(=[O:19])=[O:18])[N:10]=1)=[O:7])([CH3:4])([CH3:3])[CH3:2], predict the reactants needed to synthesize it. The reactants are: [C:1]([O:5][C:6]([N:8]([CH2:26][C:27]([O:29][C:30]([CH3:33])([CH3:32])[CH3:31])=[O:28])[C:9]1[CH:14]=[CH:13][CH:12]=[C:11]([CH2:15][NH:16][S:17]([C:20]2[CH:25]=[CH:24][CH:23]=[CH:22][N:21]=2)(=[O:19])=[O:18])[N:10]=1)=[O:7])([CH3:4])([CH3:3])[CH3:2].[CH3:34][C:35]([C:41]1[S:45][C:44]([CH2:46]O)=[CH:43][CH:42]=1)([CH3:40])[CH2:36][CH2:37][CH2:38][CH3:39].C(P(CCCC)CCCC)CCC.CN(C)C(N=NC(N(C)C)=O)=O. (4) Given the product [NH2:12][CH2:11][CH2:10][NH:9][C:5]1[CH:4]=[C:3]([O:2][CH3:1])[CH:8]=[CH:7][N:6]=1, predict the reactants needed to synthesize it. The reactants are: [CH3:1][O:2][C:3]1[CH:8]=[CH:7][N:6]=[C:5]([NH:9][CH2:10][CH2:11][NH:12]C(=O)OC(C)(C)C)[CH:4]=1.FC(F)(F)C([O-])=O.[OH-].[Na+]. (5) Given the product [CH3:41][C@@H:39]1[CH2:38][NH:37][C@H:36]([C:34]2[NH:35][C:31]3[CH:30]=[C:29]([C:26]4[CH:27]=[CH:28][C:23]([C:20]5[CH:21]=[CH:22][C:16]6[N:15]=[C:14]([C@@H:9]7[CH2:10][CH2:11][C@H:12]([CH3:13])[NH:8]7)[NH:18][C:17]=6[CH:19]=5)=[CH:24][CH:25]=4)[S:49][C:32]=3[N:33]=2)[CH2:40]1, predict the reactants needed to synthesize it. The reactants are: C(OC([N:8]1[C@@H:12]([CH3:13])[CH2:11][CH2:10][C@H:9]1[C:14]1[NH:18][C:17]2[CH:19]=[C:20]([C:23]3[CH:28]=[CH:27][C:26]([C:29]4[S:49][C:32]5[N:33]=[C:34]([C@@H:36]6[CH2:40][C@H:39]([CH3:41])[CH2:38][N:37]6C(OC(C)(C)C)=O)[NH:35][C:31]=5[CH:30]=4)=[CH:25][CH:24]=3)[CH:21]=[CH:22][C:16]=2[N:15]=1)=O)(C)(C)C.Cl.O1CCOCC1. (6) Given the product [CH2:1]([O:4][C:5]1[CH:16]=[C:15]([N+:17]([O-:19])=[O:18])[CH:14]=[CH:13][C:6]=1[C:7]([OH:9])=[O:8])[CH:2]=[CH2:3], predict the reactants needed to synthesize it. The reactants are: [CH2:1]([O:4][C:5]1[CH:16]=[C:15]([N+:17]([O-:19])=[O:18])[CH:14]=[CH:13][C:6]=1[C:7]([O:9]CC=C)=[O:8])[CH:2]=[CH2:3].[OH-].[K+].